Dataset: Reaction yield outcomes from USPTO patents with 853,638 reactions. Task: Predict the reaction yield, written as a fraction of the theoretical maximum amount of product (1.0 means a 100% yield; for example, 0.34 means a 34% yield). (1) The product is [CH3:31][C:32]([CH3:64])([CH2:38][C:39]1[S:40][C:41]([C:44]2[CH:49]=[CH:48][C:47]([NH:50][C:51]([NH:53][C:54]3[CH:59]=[CH:58][CH:57]=[C:56]([C:60]([F:62])([F:61])[F:63])[CH:55]=3)=[O:52])=[CH:46][CH:45]=2)=[CH:42][N:43]=1)[CH2:33][C:34]([OH:36])=[O:35]. The yield is 0.930. The reactants are FC(F)(F)C1C=C(NC(=O)NC2C=CC(C3SC(CCC(O)=O)=NC=3)=CC=2)C=CC=1.[CH3:31][C:32]([CH3:64])([CH2:38][C:39]1[S:40][C:41]([C:44]2[CH:49]=[CH:48][C:47]([NH:50][C:51]([NH:53][C:54]3[CH:59]=[CH:58][CH:57]=[C:56]([C:60]([F:63])([F:62])[F:61])[CH:55]=3)=[O:52])=[CH:46][CH:45]=2)=[CH:42][N:43]=1)[CH2:33][C:34]([O:36]C)=[O:35]. No catalyst specified. (2) The yield is 0.690. No catalyst specified. The product is [ClH:35].[ClH:35].[NH2:36][C:25]1[CH:24]=[C:23]([O:22][C:21]2[CH:32]=[CH:33][C:18]([NH:17][C:12]3[N:13]=[CH:14][CH:15]=[CH:16][C:11]=3[C:9]([NH:8][CH2:1][C:2]3[CH:3]=[CH:4][CH:5]=[CH:6][CH:7]=3)=[O:10])=[CH:19][C:20]=2[F:34])[CH:28]=[CH:27][N:26]=1. The reactants are [CH2:1]([NH:8][C:9]([C:11]1[C:12]([NH:17][C:18]2[CH:33]=[CH:32][C:21]([O:22][C:23]3[CH:28]=[CH:27][N:26]=[C:25](C(N)=O)[CH:24]=3)=[C:20]([F:34])[CH:19]=2)=[N:13][CH:14]=[CH:15][CH:16]=1)=[O:10])[C:2]1[CH:7]=[CH:6][CH:5]=[CH:4][CH:3]=1.[ClH:35].[NH2:36]C1C=C(OC2C=CC(NC3N=CC=CC=3C(NC3C=CC(F)=CC=3F)=O)=CC=2F)C=CN=1.